Dataset: Reaction yield outcomes from USPTO patents with 853,638 reactions. Task: Predict the reaction yield, written as a fraction of the theoretical maximum amount of product (1.0 means a 100% yield; for example, 0.34 means a 34% yield). (1) The catalyst is ClCCl. The yield is 0.590. The reactants are [C:1]1([CH3:11])[CH:6]=[CH:5][C:4]([S:7](Cl)(=[O:9])=[O:8])=[CH:3][CH:2]=1.[F:12][CH:13]([F:16])[CH2:14][OH:15].C(N(CC)CC)C.[Cl-].[NH4+]. The product is [CH3:11][C:1]1[CH:6]=[CH:5][C:4]([S:7]([O:15][CH2:14][CH:13]([F:16])[F:12])(=[O:9])=[O:8])=[CH:3][CH:2]=1. (2) The reactants are Cl.[Br:2][C:3]1[CH:12]=[C:11]2[C:6]([CH2:7][CH2:8][C:9]3([CH2:21][CH2:20]3)[C:10]2=[N:13]S(C(C)(C)C)=O)=[CH:5][CH:4]=1.C(OCC)C. The catalyst is O1CCOCC1. The product is [Br:2][C:3]1[CH:12]=[C:11]2[C:6]([CH2:7][CH2:8][C:9]3([CH2:21][CH2:20]3)[C:10]2=[NH:13])=[CH:5][CH:4]=1. The yield is 0.850. (3) The product is [C:25]1([NH:31][C:32]([N:1]2[C:9]3[C:4](=[CH:5][C:6]([O:10][C:11]4[C:20]5[C:15](=[CH:16][C:17]([O:23][CH3:24])=[C:18]([O:21][CH3:22])[CH:19]=5)[N:14]=[CH:13][CH:12]=4)=[CH:7][CH:8]=3)[CH:3]=[CH:2]2)=[O:33])[CH:30]=[CH:29][CH:28]=[CH:27][CH:26]=1. The yield is 0.321. The reactants are [NH:1]1[C:9]2[C:4](=[CH:5][C:6]([O:10][C:11]3[C:20]4[C:15](=[CH:16][C:17]([O:23][CH3:24])=[C:18]([O:21][CH3:22])[CH:19]=4)[N:14]=[CH:13][CH:12]=3)=[CH:7][CH:8]=2)[CH:3]=[CH:2]1.[C:25]1([N:31]=[C:32]=[O:33])[CH:30]=[CH:29][CH:28]=[CH:27][CH:26]=1. The catalyst is C(OCC)C. (4) The reactants are [NH2:1][C:2]1[CH:10]=[C:9]([I:11])[CH:8]=[CH:7][C:3]=1[C:4]([NH2:6])=[O:5].[C:12](OCC)(=O)[C:13]([O:15][CH2:16][CH3:17])=[O:14]. The catalyst is C(O)(=O)C.O. The product is [I:11][C:9]1[CH:10]=[C:2]2[C:3]([C:4](=[O:5])[NH:6][C:12]([C:13]([O:15][CH2:16][CH3:17])=[O:14])=[N:1]2)=[CH:7][CH:8]=1. The yield is 0.760. (5) The reactants are [C:1]([CH2:9][C:10]#[N:11])(=O)[C:2]1[CH:7]=[CH:6][CH:5]=[CH:4][CH:3]=1.C(O)(=O)C.[OH:16][CH2:17][CH2:18][NH:19][NH2:20]. The catalyst is O. The product is [NH2:11][C:10]1[N:19]([CH2:18][CH2:17][OH:16])[N:20]=[C:1]([C:2]2[CH:7]=[CH:6][CH:5]=[CH:4][CH:3]=2)[CH:9]=1. The yield is 0.790.